This data is from Forward reaction prediction with 1.9M reactions from USPTO patents (1976-2016). The task is: Predict the product of the given reaction. Given the reactants [C:1]([NH:6][C:7]1[N:15]=[C:14]2[C:10]([N:11]=[CH:12][N:13]2[C@@H:16]2[O:31][C@H:30]([CH2:32][O:33][CH2:34][C:35]3[CH:40]=[CH:39][C:38]([Cl:41])=[CH:37][C:36]=3[Cl:42])[C@@H:19]([O:20][CH2:21][C:22]3[CH:27]=[CH:26][C:25]([Cl:28])=[CH:24][C:23]=3[Cl:29])[C@@:17]2([CH:43]=C)[OH:18])=[C:9]([Cl:45])[N:8]=1)(=[O:5])[CH:2]([CH3:4])[CH3:3].C[N+]1([O-])CC[O:50]CC1.[BH4-].[Na+], predict the reaction product. The product is: [C:1]([NH:6][C:7]1[N:15]=[C:14]2[C:10]([N:11]=[CH:12][N:13]2[C@@H:16]2[O:31][C@H:30]([CH2:32][O:33][CH2:34][C:35]3[CH:40]=[CH:39][C:38]([Cl:41])=[CH:37][C:36]=3[Cl:42])[C@@H:19]([O:20][CH2:21][C:22]3[CH:27]=[CH:26][C:25]([Cl:28])=[CH:24][C:23]=3[Cl:29])[C@@:17]2([CH2:43][OH:50])[OH:18])=[C:9]([Cl:45])[N:8]=1)(=[O:5])[CH:2]([CH3:3])[CH3:4].